This data is from NCI-60 drug combinations with 297,098 pairs across 59 cell lines. The task is: Regression. Given two drug SMILES strings and cell line genomic features, predict the synergy score measuring deviation from expected non-interaction effect. (1) Drug 1: CCC1=C2CN3C(=CC4=C(C3=O)COC(=O)C4(CC)O)C2=NC5=C1C=C(C=C5)O. Synergy scores: CSS=36.7, Synergy_ZIP=-3.91, Synergy_Bliss=-1.22, Synergy_Loewe=-48.4, Synergy_HSA=-2.65. Cell line: NCI/ADR-RES. Drug 2: C(CCl)NC(=O)N(CCCl)N=O. (2) Drug 1: CC1C(C(=O)NC(C(=O)N2CCCC2C(=O)N(CC(=O)N(C(C(=O)O1)C(C)C)C)C)C(C)C)NC(=O)C3=C4C(=C(C=C3)C)OC5=C(C(=O)C(=C(C5=N4)C(=O)NC6C(OC(=O)C(N(C(=O)CN(C(=O)C7CCCN7C(=O)C(NC6=O)C(C)C)C)C)C(C)C)C)N)C. Drug 2: N.N.Cl[Pt+2]Cl. Cell line: LOX IMVI. Synergy scores: CSS=82.9, Synergy_ZIP=3.92, Synergy_Bliss=4.88, Synergy_Loewe=3.15, Synergy_HSA=8.32. (3) Drug 1: CC1C(C(CC(O1)OC2CC(OC(C2O)C)OC3=CC4=CC5=C(C(=O)C(C(C5)C(C(=O)C(C(C)O)O)OC)OC6CC(C(C(O6)C)O)OC7CC(C(C(O7)C)O)OC8CC(C(C(O8)C)O)(C)O)C(=C4C(=C3C)O)O)O)O. Drug 2: CS(=O)(=O)OCCCCOS(=O)(=O)C. Cell line: LOX IMVI. Synergy scores: CSS=55.5, Synergy_ZIP=-0.941, Synergy_Bliss=-0.637, Synergy_Loewe=-42.3, Synergy_HSA=-1.54. (4) Drug 1: C1=CC(=CC=C1CC(C(=O)O)N)N(CCCl)CCCl.Cl. Drug 2: CC12CCC3C(C1CCC2O)C(CC4=C3C=CC(=C4)O)CCCCCCCCCS(=O)CCCC(C(F)(F)F)(F)F. Cell line: NCI-H226. Synergy scores: CSS=8.93, Synergy_ZIP=-1.45, Synergy_Bliss=2.93, Synergy_Loewe=2.55, Synergy_HSA=2.57. (5) Drug 1: C1=NC2=C(N=C(N=C2N1C3C(C(C(O3)CO)O)O)F)N. Drug 2: C1=NC2=C(N1)C(=S)N=CN2. Cell line: UO-31. Synergy scores: CSS=28.7, Synergy_ZIP=-2.49, Synergy_Bliss=-7.10, Synergy_Loewe=-4.44, Synergy_HSA=-3.45. (6) Drug 1: C1=CC=C(C=C1)NC(=O)CCCCCCC(=O)NO. Drug 2: CNC(=O)C1=NC=CC(=C1)OC2=CC=C(C=C2)NC(=O)NC3=CC(=C(C=C3)Cl)C(F)(F)F. Cell line: SNB-75. Synergy scores: CSS=9.79, Synergy_ZIP=-4.22, Synergy_Bliss=-5.43, Synergy_Loewe=-34.3, Synergy_HSA=-6.65.